Dataset: Reaction yield outcomes from USPTO patents with 853,638 reactions. Task: Predict the reaction yield, written as a fraction of the theoretical maximum amount of product (1.0 means a 100% yield; for example, 0.34 means a 34% yield). The reactants are [C:1]([CH:5]1[CH2:18][C:17]2[O:16][C:15](=O)[CH:14]3[CH:9]([CH:10]=[N:11][CH:12]=[CH:13]3)[C:8]=2[CH2:7][O:6]1)([CH3:4])([CH3:3])[CH3:2].CO.[NH3:22]. No catalyst specified. The product is [C:1]([CH:5]1[CH2:18][C:17]2[NH:22][C:15](=[O:16])[CH:14]3[CH:9]([CH:10]=[N:11][CH:12]=[CH:13]3)[C:8]=2[CH2:7][O:6]1)([CH3:4])([CH3:3])[CH3:2]. The yield is 0.970.